This data is from Catalyst prediction with 721,799 reactions and 888 catalyst types from USPTO. The task is: Predict which catalyst facilitates the given reaction. (1) Reactant: [Br:1][C:2]1[CH:3]=[C:4]([F:14])[C:5]([C:8]([NH:10][C:11](=[O:13])[CH3:12])=[CH2:9])=[N:6][CH:7]=1. Product: [Br:1][C:2]1[CH:3]=[C:4]([F:14])[C:5]([C@H:8]([NH:10][C:11](=[O:13])[CH3:12])[CH3:9])=[N:6][CH:7]=1. The catalyst class is: 5. (2) Reactant: [CH3:1][O:2][C:3]([CH:5]1[CH2:9][CH2:8][C:7](=[O:10])[NH:6]1)=[O:4].Br[C:12]1[CH:17]=[CH:16][CH:15]=[CH:14][CH:13]=1.CC1(C)C2C(=C(P(C3C=CC=CC=3)C3C=CC=CC=3)C=CC=2)OC2C(P(C3C=CC=CC=3)C3C=CC=CC=3)=CC=CC1=2.C(=O)([O-])[O-]. Product: [O:10]=[C:7]1[N:6]([C:12]2[CH:17]=[CH:16][CH:15]=[CH:14][CH:13]=2)[C@H:5]([C:3]([O:2][CH3:1])=[O:4])[CH2:9][CH2:8]1. The catalyst class is: 101. (3) Reactant: O=[C:2]([CH2:8][CH2:9][CH3:10])[CH2:3][C:4]([O:6][CH3:7])=[O:5].C([O-])(=O)C.[NH4+:15].C(O)(=O)C. Product: [NH2:15][C:2]([CH2:8][CH2:9][CH3:10])=[CH:3][C:4]([O:6][CH3:7])=[O:5]. The catalyst class is: 11. (4) Reactant: [C:1]([O:5][C:6]([CH:8]1[CH2:14][CH2:13][C:12]2[CH:15]=[CH:16][C:17]([O:19][CH3:20])=[CH:18][C:11]=2[NH:10][C:9]1=[O:21])=[O:7])([CH3:4])([CH3:3])[CH3:2].[F:22][C:23]1[CH:24]=[C:25]([CH:28]=[CH:29][CH:30]=1)[CH2:26]Br.C([O-])([O-])=O.[Cs+].[Cs+]. Product: [C:1]([O:5][C:6]([CH:8]1[CH2:14][CH2:13][C:12]2[CH:15]=[CH:16][C:17]([O:19][CH3:20])=[CH:18][C:11]=2[N:10]([CH2:26][C:25]2[CH:28]=[CH:29][CH:30]=[C:23]([F:22])[CH:24]=2)[C:9]1=[O:21])=[O:7])([CH3:4])([CH3:3])[CH3:2]. The catalyst class is: 10. (5) Reactant: COC([CH:5]1[CH2:9][CH2:8][CH:7]([CH2:10][C:11]2[CH:16]=[CH:15][C:14]([Cl:17])=[CH:13][CH:12]=2)[C:6]1=[O:18])=O.CN(C)C(=O)C.Cl.C(N(CC)CC)C.O.C(=O)(O)[O-].[Na+]. The catalyst class is: 13. Product: [Cl:17][C:14]1[CH:13]=[CH:12][C:11]([CH2:10][CH:7]2[CH2:8][CH2:9][CH2:5][C:6]2=[O:18])=[CH:16][CH:15]=1. (6) The catalyst class is: 80. Reactant: [Br:1][C:2]1[CH:3]=[CH:4][C:5](F)=[C:6]([CH:9]=1)[CH:7]=[O:8].[CH3:11][N:12]1[C:16]([CH3:17])=[C:15]([OH:18])[C:14]([CH3:19])=[N:13]1.C([O-])([O-])=O.[K+].[K+]. Product: [Br:1][C:2]1[CH:3]=[CH:4][C:5]([O:18][C:15]2[C:14]([CH3:19])=[N:13][N:12]([CH3:11])[C:16]=2[CH3:17])=[C:6]([CH:9]=1)[CH:7]=[O:8]. (7) Reactant: [Cl:1][C:2]1[N:7]=[C:6]([C:8]2[NH:16][C:15]3[C:10](=[N:11][C:12]([O:17][CH3:18])=[CH:13][CH:14]=3)[CH:9]=2)[C:5]([OH:19])=[CH:4][CH:3]=1.[C:20]([O-])([O-])=O.[Cs+].[Cs+].ClCI. Product: [Cl:1][C:2]1[CH:3]=[CH:4][C:5]2[O:19][CH2:20][N:16]3[C:15]4[CH:14]=[CH:13][C:12]([O:17][CH3:18])=[N:11][C:10]=4[CH:9]=[C:8]3[C:6]=2[N:7]=1. The catalyst class is: 18.